This data is from Catalyst prediction with 721,799 reactions and 888 catalyst types from USPTO. The task is: Predict which catalyst facilitates the given reaction. (1) Reactant: O.[F-].C([N+](C)(C)C)C1C=CC=CC=1.[CH3:14][N:15]([CH3:51])[C:16]1([C:45]2[CH:50]=[CH:49][CH:48]=[CH:47][CH:46]=2)[CH2:21][CH2:20][CH:19]([CH2:22][O:23][CH2:24][C:25]2[C:33]3[C:28](=[CH:29][CH:30]=[C:31]([F:34])[CH:32]=3)[N:27]([C:35](=[O:37])[CH3:36])[C:26]=2[Si](CC)(CC)CC)[CH2:18][CH2:17]1. Product: [CH3:51][N:15]([CH3:14])[C:16]1([C:45]2[CH:50]=[CH:49][CH:48]=[CH:47][CH:46]=2)[CH2:21][CH2:20][CH:19]([CH2:22][O:23][CH2:24][C:25]2[C:33]3[C:28](=[CH:29][CH:30]=[C:31]([F:34])[CH:32]=3)[N:27]([C:35](=[O:37])[CH3:36])[CH:26]=2)[CH2:18][CH2:17]1. The catalyst class is: 7. (2) Reactant: [C:1]([O:5][C:6](=[O:33])[N:7]([C@@H:21]([C:23]1[C:32]2[C:27](=[CH:28][CH:29]=[CH:30][CH:31]=2)[CH:26]=[CH:25][CH:24]=1)[CH3:22])[CH2:8][CH:9]1[CH2:14][CH2:13][NH:12][CH2:11][CH:10]1[C:15]1[CH:20]=[CH:19][CH:18]=[CH:17][CH:16]=1)([CH3:4])([CH3:3])[CH3:2].[C:34]([O:45][CH3:46])(=[O:44])[C:35]1[CH:43]=[CH:42][CH:41]=[C:37]([C:38]([O-])=[O:39])[CH:36]=1.C1C=CC2N(O)N=NC=2C=1.CCN=C=NCCCN(C)C.Cl. Product: [C:1]([O:5][C:6]([N:7]([CH2:8][CH:9]1[CH2:14][CH2:13][N:12]([C:38]([C:37]2[CH:36]=[C:35]([CH:43]=[CH:42][CH:41]=2)[C:34]([O:45][CH3:46])=[O:44])=[O:39])[CH2:11][CH:10]1[C:15]1[CH:16]=[CH:17][CH:18]=[CH:19][CH:20]=1)[C@@H:21]([C:23]1[C:32]2[C:27](=[CH:28][CH:29]=[CH:30][CH:31]=2)[CH:26]=[CH:25][CH:24]=1)[CH3:22])=[O:33])([CH3:2])([CH3:3])[CH3:4]. The catalyst class is: 4. (3) Reactant: [CH2:1]([N:3]1[C:7]([C:8]2[CH:9]=[C:10]3[C:14](=[CH:15][CH:16]=2)[N:13](S(C(F)(F)F)(=O)=O)[C:12]([C:24]2[CH:29]=[CH:28][N:27]=[CH:26][C:25]=2[CH3:30])=[CH:11]3)=[CH:6][C:5]([C:31]([F:34])([F:33])[F:32])=[N:4]1)[CH3:2].[OH-].[Na+]. Product: [CH2:1]([N:3]1[C:7]([C:8]2[CH:9]=[C:10]3[C:14](=[CH:15][CH:16]=2)[NH:13][C:12]([C:24]2[CH:29]=[CH:28][N:27]=[CH:26][C:25]=2[CH3:30])=[CH:11]3)=[CH:6][C:5]([C:31]([F:33])([F:34])[F:32])=[N:4]1)[CH3:2]. The catalyst class is: 1. (4) The catalyst class is: 415. Reactant: [N+:1]([C:4]1[CH:9]=[CH:8][C:7]([N:10]2[CH2:15][CH2:14][CH:13]([C:16]([O:18][CH2:19][CH3:20])=[O:17])[CH2:12][CH2:11]2)=[CH:6][CH:5]=1)([O-])=O.[NH4+].[Cl-]. Product: [NH2:1][C:4]1[CH:9]=[CH:8][C:7]([N:10]2[CH2:11][CH2:12][CH:13]([C:16]([O:18][CH2:19][CH3:20])=[O:17])[CH2:14][CH2:15]2)=[CH:6][CH:5]=1. (5) Reactant: C#CCN[C:5]([CH2:7][CH2:8][CH2:9][CH2:10][C@@H:11]1[S:15][CH2:14][C@@H:13]2[NH:16][C:17]([NH:19][C@H:12]12)=[O:18])=[O:6].[CH:20]1[CH:21]=[CH:22][C:23]([C:42]([OH:44])=[O:43])=[C:24]([C:26]2[C:36]3[CH:37]=[CH:38][C:39]([OH:41])=[CH:40][C:35]=3[O:34][C:33]3[C:27]=2[CH:28]=[CH:29][C:30]([CH:32]=3)=[O:31])[CH:25]=1.[N-]=[N+]=[N-].O=C1O[C@H]([C@H](CO)O)C([O-])=C1O.[Na+].O. Product: [OH:31][C:5]([CH2:7][CH2:8][CH2:9][CH2:10][C@H:11]1[C@@H:12]2[C@@H:13]([NH:16][C:17]([NH:19]2)=[O:18])[CH2:14][S:15]1)=[O:6].[CH:20]1[CH:21]=[CH:22][C:23]([C:42]([OH:44])=[O:43])=[C:24]([C:26]2[C:27]3[CH:28]=[CH:29][C:30]([OH:31])=[CH:32][C:33]=3[O:34][C:35]3[C:36]=2[CH:37]=[CH:38][C:39]([CH:40]=3)=[O:41])[CH:25]=1. The catalyst class is: 16.